Dataset: Blood-brain barrier permeability classification from the B3DB database. Task: Regression/Classification. Given a drug SMILES string, predict its absorption, distribution, metabolism, or excretion properties. Task type varies by dataset: regression for continuous measurements (e.g., permeability, clearance, half-life) or binary classification for categorical outcomes (e.g., BBB penetration, CYP inhibition). Dataset: b3db_classification. (1) The drug is NC/C(=C\F)CCc1ccc(F)cc1. The result is 1 (penetrates BBB). (2) The compound is CCNC1CC(N)C(OC2OC(CN)=CCC2N)C(O)C1OC1OCC(C)(O)C(NC)C1O. The result is 0 (does not penetrate BBB). (3) The drug is CNC(=O)Oc1ccc2c(c1)[C@@]1(C)CCN(C)[C@@H]1N2C. The result is 1 (penetrates BBB). (4) The drug is O=C1CCC(C(=O)N[C@@H](c2ccc(F)cc2)C2CC(O)C2)=NN1. The result is 1 (penetrates BBB). (5) The drug is COc1cc2[nH]c(C)c(CCN3CCN(c4ccccc4OC)CC3)c2cc1OC. The result is 1 (penetrates BBB). (6) The result is 1 (penetrates BBB). The compound is CCC(=O)C(CC(C)N(C)C)(c1ccccc1)c1ccccc1. (7) The drug is O=[N+]([O-])c1nccn1C[C@H](O)CF. The result is 1 (penetrates BBB). (8) The result is 0 (does not penetrate BBB). The compound is O=C(COCCOCCOCC(=O)Nc1c(I)cc(I)c(C(=O)O)c1I)Nc1c(I)cc(I)c(C(=O)O)c1I. (9) The drug is OC[C@@H]1O[C@H](n2cnc3c2NC=NC[C@@H]3O)C[C@@H]1O. The result is 1 (penetrates BBB). (10) The drug is CON=C1CN(c2nc3c(cc2F)c(=O)c(C(=O)O)cn3C2CC2)CC1CN. The result is 0 (does not penetrate BBB).